The task is: Predict which catalyst facilitates the given reaction.. This data is from Catalyst prediction with 721,799 reactions and 888 catalyst types from USPTO. The catalyst class is: 10. Product: [Cl-:22].[NH2:2][C:3]1[CH:10]=[C:9]([NH:11][C:12]2[C:21]3[C:16](=[CH:17][C:18]([Cl:22])=[CH:19][CH:20]=3)[N+:15]([CH2:25][CH2:26][N:27]3[CH2:32][CH2:31][CH2:30][CH2:29][CH2:28]3)=[CH:14][CH:13]=2)[CH:8]=[C:5]([C:6]#[N:7])[CH:4]=1. Reactant: Cl.[NH2:2][C:3]1[CH:4]=[C:5]([CH:8]=[C:9]([NH:11][C:12]2[C:21]3[C:16](=[CH:17][C:18]([Cl:22])=[CH:19][CH:20]=3)[N:15]=[CH:14][CH:13]=2)[CH:10]=1)[C:6]#[N:7].Cl.Cl[CH2:25][CH2:26][N:27]1[CH2:32][CH2:31][CH2:30][CH2:29][CH2:28]1.C([O-])([O-])=O.[K+].[K+].